Dataset: Reaction yield outcomes from USPTO patents with 853,638 reactions. Task: Predict the reaction yield, written as a fraction of the theoretical maximum amount of product (1.0 means a 100% yield; for example, 0.34 means a 34% yield). (1) The reactants are C([O:3][CH:4](OCC)[C:5]1[N:9]([CH3:10])[N:8]=[C:7]([C:11]2[CH:16]=[CH:15][CH:14]=[C:13]([CH3:17])[N:12]=2)[N:6]=1)C.[ClH:21]. The catalyst is O. The yield is 0.945. The product is [OH2:3].[ClH:21].[CH3:10][N:9]1[C:5]([CH:4]=[O:3])=[N:6][C:7]([C:11]2[CH:16]=[CH:15][CH:14]=[C:13]([CH3:17])[N:12]=2)=[N:8]1. (2) The reactants are [CH3:1][O:2][C:3](=[O:19])[CH:4]([C:9]1[CH:14]=[CH:13][C:12]([N+:15]([O-:17])=[O:16])=[C:11](Br)[CH:10]=1)[C:5]([O:7][CH3:8])=[O:6].[C:20]1(B(O)O)[CH2:25][CH2:24][CH2:23][CH2:22][CH:21]=1.[O-]P([O-])([O-])=O.[K+].[K+].[K+].CCOC(C)=O. The catalyst is CN(C=O)C.C1C=CC(P(C2C=CC=CC=2)[C-]2C=CC=C2)=CC=1.C1C=CC(P(C2C=CC=CC=2)[C-]2C=CC=C2)=CC=1.Cl[Pd]Cl.[Fe+2]. The product is [CH3:1][O:2][C:3](=[O:19])[CH:4]([C:9]1[CH:14]=[CH:13][C:12]([N+:15]([O-:17])=[O:16])=[C:11]([C:20]2[CH2:25][CH2:24][CH2:23][CH2:22][CH:21]=2)[CH:10]=1)[C:5]([O:7][CH3:8])=[O:6]. The yield is 0.700. (3) The reactants are [Br:1][C:2]1[CH:3]=[C:4]([CH2:8][C:9]([OH:11])=[O:10])[CH:5]=[CH:6][CH:7]=1.[CH:12](OC)(OC)OC. The catalyst is CO.C1(C)C=CC=CC=1. The product is [CH3:12][O:10][C:9](=[O:11])[CH2:8][C:4]1[CH:5]=[CH:6][CH:7]=[C:2]([Br:1])[CH:3]=1. The yield is 1.00.